From a dataset of Forward reaction prediction with 1.9M reactions from USPTO patents (1976-2016). Predict the product of the given reaction. (1) The product is: [N+:13]([C:10]1[C:11]2[N:12]=[CH:16][NH:1][C:2]=2[CH:3]=[C:4]([C:5]([O:7][CH3:8])=[O:6])[CH:9]=1)([O-:15])=[O:14]. Given the reactants [NH2:1][C:2]1[CH:3]=[C:4]([CH:9]=[C:10]([N+:13]([O-:15])=[O:14])[C:11]=1[NH2:12])[C:5]([O:7][CH3:8])=[O:6].[CH:16](O)=O, predict the reaction product. (2) Given the reactants [CH2:1]([NH:9][S:10]([N:13]1[CH2:20][CH2:19][N:18]([C:21]2[C:22]3[CH:29]=[CH:28][NH:27][C:23]=3[N:24]=[CH:25][N:26]=2)[CH2:17][C:14]21[CH2:16][CH2:15]2)(=[O:12])=[O:11])[CH2:2][C:3]1[CH:8]=[CH:7][CH:6]=[CH:5][CH:4]=1.C([O-])([O-])=O.[Cs+].[Cs+].Br[CH2:37][CH2:38][CH2:39][C:40]1[CH:45]=[CH:44][CH:43]=[CH:42][CH:41]=1, predict the reaction product. The product is: [CH2:1]([N:9]([CH2:37][CH2:38][CH2:39][C:40]1[CH:45]=[CH:44][CH:43]=[CH:42][CH:41]=1)[S:10]([N:13]1[CH2:20][CH2:19][N:18]([C:21]2[C:22]3[CH:29]=[CH:28][NH:27][C:23]=3[N:24]=[CH:25][N:26]=2)[CH2:17][C:14]21[CH2:16][CH2:15]2)(=[O:12])=[O:11])[CH2:2][C:3]1[CH:4]=[CH:5][CH:6]=[CH:7][CH:8]=1.